Dataset: Reaction yield outcomes from USPTO patents with 853,638 reactions. Task: Predict the reaction yield, written as a fraction of the theoretical maximum amount of product (1.0 means a 100% yield; for example, 0.34 means a 34% yield). (1) The reactants are Br[CH2:2][C:3]([C:5]1[CH:14]=[CH:13][C:12]2[C:7](=[CH:8][CH:9]=[C:10]([Br:15])[CH:11]=2)[CH:6]=1)=[O:4].[C:16]([O:20][C:21]([N:23]1[CH2:27][C:26]([F:29])([F:28])[CH2:25][CH:24]1[C:30]([OH:32])=[O:31])=[O:22])([CH3:19])([CH3:18])[CH3:17].CCN(CC)CC. The catalyst is CC#N. The product is [C:16]([O:20][C:21]([N:23]1[CH2:27][C:26]([F:28])([F:29])[CH2:25][CH:24]1[C:30]([O:32][CH2:2][C:3]([C:5]1[CH:14]=[CH:13][C:12]2[C:7](=[CH:8][CH:9]=[C:10]([Br:15])[CH:11]=2)[CH:6]=1)=[O:4])=[O:31])=[O:22])([CH3:19])([CH3:17])[CH3:18]. The yield is 0.830. (2) The reactants are [CH2:1]([N:8]1[C:13](=[O:14])[CH2:12][O:11][C@H:10]([CH3:15])[C@H:9]1[C:16]([OH:18])=[O:17])[C:2]1[CH:7]=[CH:6][CH:5]=[CH:4][CH:3]=1.Br[CH2:20][C:21]1[CH:26]=[CH:25][CH:24]=[CH:23][CH:22]=1.C(=O)([O-])[O-].[K+].[K+]. The catalyst is C(#N)C. The product is [CH2:1]([N:8]1[C:13](=[O:14])[CH2:12][O:11][C@H:10]([CH3:15])[C@H:9]1[C:16]([O:18][CH2:20][C:21]1[CH:26]=[CH:25][CH:24]=[CH:23][CH:22]=1)=[O:17])[C:2]1[CH:7]=[CH:6][CH:5]=[CH:4][CH:3]=1. The yield is 0.850. (3) The reactants are [C:1]([O:5][C:6]([N:8]1[C@@:17]([CH3:21])([C:18]([OH:20])=O)[CH2:16][C:15]2[C:10](=[CH:11][C:12]([O:22][CH3:23])=[CH:13][CH:14]=2)[CH2:9]1)=[O:7])([CH3:4])([CH3:3])[CH3:2].[NH2:24][C@@H:25]([CH:42]([CH3:44])[CH3:43])[CH2:26][N:27]1[CH2:32][CH2:31][C@:30]([C:34]2[CH:35]=[C:36]([OH:40])[CH:37]=[CH:38][CH:39]=2)([CH3:33])[C@@H:29]([CH3:41])[CH2:28]1.CN([P+](ON1N=NC2C=CC=CC1=2)(N(C)C)N(C)C)C.F[P-](F)(F)(F)(F)F.C(N(CC)CC)C. The catalyst is C1COCC1. The product is [OH:40][C:36]1[CH:35]=[C:34]([C@:30]2([CH3:33])[CH2:31][CH2:32][N:27]([CH2:26][C@@H:25]([NH:24][C:18]([C@@:17]3([CH3:21])[CH2:16][C:15]4[C:10](=[CH:11][C:12]([O:22][CH3:23])=[CH:13][CH:14]=4)[CH2:9][N:8]3[C:6]([O:5][C:1]([CH3:3])([CH3:2])[CH3:4])=[O:7])=[O:20])[CH:42]([CH3:43])[CH3:44])[CH2:28][C@@H:29]2[CH3:41])[CH:39]=[CH:38][CH:37]=1. The yield is 0.680. (4) The reactants are [NH2:1][C:2]1[N:7]=[C:6]([NH:8][CH2:9][C:10]([NH:12][C:13]2[CH:18]=[CH:17][CH:16]=[C:15]([C:19]([F:22])([F:21])[F:20])[CH:14]=2)=[O:11])[C:5]([CH:23]=O)=[C:4](Cl)[N:3]=1.C(O)(C)C.O.[NH2:31][NH2:32]. The catalyst is O. The product is [NH2:1][C:2]1[N:3]=[C:4]2[NH:31][N:32]=[CH:23][C:5]2=[C:6]([NH:8][CH2:9][C:10]([NH:12][C:13]2[CH:18]=[CH:17][CH:16]=[C:15]([C:19]([F:22])([F:21])[F:20])[CH:14]=2)=[O:11])[N:7]=1. The yield is 0.340. (5) The reactants are [CH3:1][C:2]1[CH:11]=[CH:10][CH:9]=[C:8]2[C:3]=1[CH2:4][CH2:5][C:6]([NH2:15])([C:12]([OH:14])=[O:13])[CH2:7]2.C(N(CC)CC)C.[C:23](=O)([O:39]N1C(=O)CCC1=O)[O:24][CH2:25][CH:26]1[C:38]2[CH:37]=[CH:36][CH:35]=[CH:34][C:33]=2[C:32]2[C:27]1=[CH:28][CH:29]=[CH:30][CH:31]=2. The catalyst is C(#N)C.O. The product is [C:23]([CH:7]1[C:8]2[C:3](=[C:2]([CH3:1])[CH:11]=[CH:10][CH:9]=2)[CH2:4][CH2:5][C:6]1([NH2:15])[C:12]([OH:14])=[O:13])([O:24][CH2:25][CH:26]1[C:27]2[C:32](=[CH:31][CH:30]=[CH:29][CH:28]=2)[C:33]2[C:38]1=[CH:37][CH:36]=[CH:35][CH:34]=2)=[O:39]. The yield is 0.740. (6) The yield is 0.780. The product is [Cl:15][S:16]([C:13]1[CH:12]=[CH:11][C:9]2[N:10]=[C:6]([NH:5][C:1]([O:3][CH3:4])=[O:2])[NH:7][C:8]=2[CH:14]=1)(=[O:18])=[O:17]. The reactants are [C:1]([NH:5][C:6]1[NH:7][C:8]2[CH:14]=[CH:13][CH:12]=[CH:11][C:9]=2[N:10]=1)([O:3][CH3:4])=[O:2].[Cl:15][S:16](O)(=[O:18])=[O:17]. No catalyst specified. (7) The reactants are Br[Zn][CH2:3][C:4]([O:6][CH2:7][CH3:8])=[O:5].[Cl:9][C:10]1[C:11](=[O:18])[CH:12]=[C:13]([Cl:17])[C:14](=[O:16])[CH:15]=1.Cl.C(OCC)(=O)C. The catalyst is C1COCC1. The product is [CH2:7]([O:6][C:4](=[O:5])[CH2:3][C:14]1([OH:16])[CH:15]=[C:10]([Cl:9])[C:11](=[O:18])[CH:12]=[C:13]1[Cl:17])[CH3:8]. The yield is 0.920.